This data is from Full USPTO retrosynthesis dataset with 1.9M reactions from patents (1976-2016). The task is: Predict the reactants needed to synthesize the given product. (1) Given the product [Br:1][C:2]1[CH:3]=[C:4]2[N:10]=[CH:9][N:8]([CH3:11])[C:5]2=[N:6][CH:7]=1, predict the reactants needed to synthesize it. The reactants are: [Br:1][C:2]1[CH:3]=[C:4]([NH2:10])[C:5]([NH:8][CH3:9])=[N:6][CH:7]=1.[CH3:11]OC(OC)OC. (2) Given the product [CH3:36][C@H:5]1[C@H:6]([CH3:35])[C@@H:7]([NH:27][C:28]2[N:33]=[C:32]([CH3:34])[CH:31]=[CH:30][N:29]=2)[C:8]2[C:13](=[CH:12][CH:11]=[C:10]([C:14]3[CH2:19][CH2:18][NH:17][CH2:16][CH:15]=3)[CH:9]=2)[N:4]1[C:1](=[O:3])[CH3:2], predict the reactants needed to synthesize it. The reactants are: [C:1]([N:4]1[C:13]2[C:8](=[CH:9][C:10]([C:14]3[CH2:19][CH2:18][N:17](C(OC(C)(C)C)=O)[CH2:16][CH:15]=3)=[CH:11][CH:12]=2)[C@H:7]([NH:27][C:28]2[N:33]=[C:32]([CH3:34])[CH:31]=[CH:30][N:29]=2)[C@@H:6]([CH3:35])[C@@H:5]1[CH3:36])(=[O:3])[CH3:2].FC(F)(F)C(O)=O.